From a dataset of HIV replication inhibition screening data with 41,000+ compounds from the AIDS Antiviral Screen. Binary Classification. Given a drug SMILES string, predict its activity (active/inactive) in a high-throughput screening assay against a specified biological target. The drug is CCCc1cc(O)nc(SCC(=O)O)n1. The result is 0 (inactive).